Dataset: Full USPTO retrosynthesis dataset with 1.9M reactions from patents (1976-2016). Task: Predict the reactants needed to synthesize the given product. (1) Given the product [F:3][C:4]1[CH:9]=[C:8]([O:10][CH3:11])[CH:7]=[C:6]([F:12])[C:5]=1[CH:13]([C:19]([OH:21])=[O:20])[C:14]([OH:16])=[O:15], predict the reactants needed to synthesize it. The reactants are: [OH-].[Na+].[F:3][C:4]1[CH:9]=[C:8]([O:10][CH3:11])[CH:7]=[C:6]([F:12])[C:5]=1[CH:13]([C:19]([O:21]CC)=[O:20])[C:14]([O:16]CC)=[O:15].Cl. (2) Given the product [CH:12]([O:11][C:9]([O:18][C:17]1[CH:19]=[CH:20][CH:21]=[CH:22][C:16]=1[CH:15]=[O:23])=[O:10])([CH3:14])[CH3:13], predict the reactants needed to synthesize it. The reactants are: C(N(CC)CC)C.Cl[C:9]([O:11][CH:12]([CH3:14])[CH3:13])=[O:10].[CH:15](=[O:23])[C:16]1[C:17](=[CH:19][CH:20]=[CH:21][CH:22]=1)[OH:18].O. (3) Given the product [CH3:5][O:6][C:11]1[N:16]=[C:15]([C:17]2[CH:22]=[CH:21][N:20]=[CH:19][CH:18]=2)[N:14]=[C:13]([NH:23][S:24](=[O:36])(=[O:35])[NH:25][C:26]2[CH:31]=[CH:30][C:29]([CH:32]([CH3:34])[CH3:33])=[CH:28][CH:27]=2)[C:12]=1[O:37][C:38]1[CH:43]=[CH:42][CH:41]=[CH:40][C:39]=1[O:44][CH3:45], predict the reactants needed to synthesize it. The reactants are: CO.C1C[O:6][CH2:5]C1.[H-].[Na+].Cl[C:11]1[N:16]=[C:15]([C:17]2[CH:22]=[CH:21][N:20]=[CH:19][CH:18]=2)[N:14]=[C:13]([NH:23][S:24](=[O:36])(=[O:35])[NH:25][C:26]2[CH:31]=[CH:30][C:29]([CH:32]([CH3:34])[CH3:33])=[CH:28][CH:27]=2)[C:12]=1[O:37][C:38]1[CH:43]=[CH:42][CH:41]=[CH:40][C:39]=1[O:44][CH3:45].